From a dataset of P-glycoprotein inhibition data for predicting drug efflux from Broccatelli et al.. Regression/Classification. Given a drug SMILES string, predict its absorption, distribution, metabolism, or excretion properties. Task type varies by dataset: regression for continuous measurements (e.g., permeability, clearance, half-life) or binary classification for categorical outcomes (e.g., BBB penetration, CYP inhibition). Dataset: pgp_broccatelli. (1) The drug is CCN(Cc1ccccc1)c1ccccc1. The result is 0 (non-inhibitor). (2) The drug is CCOc1ccc(-c2nc3ccc(-c4nc5ccc(N6CCN(C)CC6)cc5[nH]4)cc3[nH]2)cc1. The result is 0 (non-inhibitor). (3) The compound is CC(C)[C@](C#N)(CCCN(C)CCc1ccccc1)c1ccccc1. The result is 1 (inhibitor). (4) The drug is NCC(c1ccccc1)c1ccccc1. The result is 0 (non-inhibitor). (5) The result is 1 (inhibitor). The compound is O=C(CCc1ccccc1)c1ccc(OC[C@@H](O)CN2CCCCC2)cc1. (6) The molecule is CN1C(C)(C)CCCC1(C)C. The result is 0 (non-inhibitor). (7) The drug is CCOC/C=C/c1ccc(-c2ncc(-c3ccc(NC(C)C)cc3)[nH]2)cc1. The result is 1 (inhibitor).